This data is from Full USPTO retrosynthesis dataset with 1.9M reactions from patents (1976-2016). The task is: Predict the reactants needed to synthesize the given product. (1) Given the product [Cl:8][C:9]1[CH:14]=[CH:13][CH:12]=[CH:11][C:10]=1[C:15]1[CH:24]=[C:23]([CH:25]2[CH2:30][CH2:29][C:28]3([O:31][CH2:2]3)[CH2:27][CH2:26]2)[CH:22]=[C:21]2[C:16]=1[CH2:17][N:18]([CH2:41][C:42]1[CH:43]=[CH:44][C:45]([O:48][CH3:49])=[CH:46][CH:47]=1)[C:19](=[O:40])[N:20]2[C:32]1[C:37]([Cl:38])=[CH:36][CH:35]=[CH:34][C:33]=1[Cl:39], predict the reactants needed to synthesize it. The reactants are: [I-].[CH3:2][S+](C)C.[OH-].[K+].[Cl:8][C:9]1[CH:14]=[CH:13][CH:12]=[CH:11][C:10]=1[C:15]1[CH:24]=[C:23]([CH:25]2[CH2:30][CH2:29][C:28](=[O:31])[CH2:27][CH2:26]2)[CH:22]=[C:21]2[C:16]=1[CH2:17][N:18]([CH2:41][C:42]1[CH:47]=[CH:46][C:45]([O:48][CH3:49])=[CH:44][CH:43]=1)[C:19](=[O:40])[N:20]2[C:32]1[C:37]([Cl:38])=[CH:36][CH:35]=[CH:34][C:33]=1[Cl:39]. (2) Given the product [NH2:70][C:68]([C:66]1[O:67][C:63]([CH2:62][NH:61][C:59]([C@@H:58]([NH:57][C:16]([C:9]2[C:10]3[C:15](=[CH:14][CH:13]=[CH:12][CH:11]=3)[N:7]([CH2:6][C:5]3[CH:4]=[CH:3][C:2]([F:1])=[CH:20][CH:19]=3)[N:8]=2)=[O:18])[C:71]([CH3:73])([CH3:72])[CH3:74])=[O:60])=[N:64][N:65]=1)=[O:69], predict the reactants needed to synthesize it. The reactants are: [F:1][C:2]1[CH:20]=[CH:19][C:5]([CH2:6][N:7]2[C:15]3[C:10](=[CH:11][CH:12]=[CH:13][CH:14]=3)[C:9]([C:16]([OH:18])=O)=[N:8]2)=[CH:4][CH:3]=1.CN(C(ON1N=NC2C=CC=CC1=2)=[N+](C)C)C.[B-](F)(F)(F)F.C(N(CC)CC)C.FC(F)(F)C(O)=O.[NH2:57][C@@H:58]([C:71]([CH3:74])([CH3:73])[CH3:72])[C:59]([NH:61][CH2:62][C:63]1[O:67][C:66]([C:68]([NH2:70])=[O:69])=[N:65][N:64]=1)=[O:60]. (3) Given the product [CH3:7][O:6][C:4]([C:3]1[C:2]([C:19]2[CH:20]=[CH:21][C:16]([Cl:15])=[CH:17][CH:18]=2)=[CH:11][C:10]([N+:12]([O-:14])=[O:13])=[CH:9][CH:8]=1)=[O:5], predict the reactants needed to synthesize it. The reactants are: Br[C:2]1[CH:11]=[C:10]([N+:12]([O-:14])=[O:13])[CH:9]=[CH:8][C:3]=1[C:4]([O:6][CH3:7])=[O:5].[Cl:15][C:16]1[CH:21]=[CH:20][C:19](B(O)O)=[CH:18][CH:17]=1.[F-].[K+]. (4) Given the product [Br:1][C:2]1[CH:3]=[CH:4][C:5](=[O:11])[N:6]([CH2:8][CH2:9][O:10][C:15]2[C:24]3[C:19](=[CH:20][C:21]([O:25][CH3:26])=[CH:22][CH:23]=3)[N:18]=[CH:17][CH:16]=2)[CH:7]=1, predict the reactants needed to synthesize it. The reactants are: [Br:1][C:2]1[CH:3]=[CH:4][C:5](=[O:11])[N:6]([CH2:8][CH2:9][OH:10])[CH:7]=1.[H-].[Na+].Cl[C:15]1[C:24]2[C:19](=[CH:20][C:21]([O:25][CH3:26])=[CH:22][CH:23]=2)[N:18]=[CH:17][CH:16]=1. (5) Given the product [Br:26][C:27]1[CH:32]=[CH:31][C:30]([O:36][CH3:37])=[C:29]([C:7]2[CH2:12][CH2:11][CH2:10][CH2:9][C:8]=2[C:13]2[N:18]=[C:17]([C:19]([O:21][CH2:22][CH3:23])=[O:20])[CH:16]=[CH:15][CH:14]=2)[CH:28]=1, predict the reactants needed to synthesize it. The reactants are: FC(F)(F)S(O[C:7]1[CH2:12][CH2:11][CH2:10][CH2:9][C:8]=1[C:13]1[N:18]=[C:17]([C:19]([O:21][CH2:22][CH3:23])=[O:20])[CH:16]=[CH:15][CH:14]=1)(=O)=O.[Br:26][C:27]1[CH:28]=[CH:29][C:30]([O:36][CH3:37])=[C:31](B(O)O)[CH:32]=1.C(=O)([O-])[O-].[K+].[K+]. (6) The reactants are: [F:1][C:2]([F:26])([F:25])[C:3]1[CH:4]=[C:5]([CH:22]=[CH:23][CH:24]=1)[CH2:6][CH:7]1[CH2:12][CH2:11][N:10]([C:13]2[S:14][C:15]([C:18]([O:20]C)=O)=[CH:16][N:17]=2)[CH2:9][CH2:8]1.[NH3:27]. Given the product [F:1][C:2]([F:26])([F:25])[C:3]1[CH:4]=[C:5]([CH:22]=[CH:23][CH:24]=1)[CH2:6][CH:7]1[CH2:12][CH2:11][N:10]([C:13]2[S:14][C:15]([C:18]([NH2:27])=[O:20])=[CH:16][N:17]=2)[CH2:9][CH2:8]1, predict the reactants needed to synthesize it. (7) Given the product [CH3:18][O:17][C:16]1[CH:15]=[CH:14][CH:13]=[C:12]([O:19][CH3:20])[C:11]=1[CH:2]1[N:1]([CH2:29][C:28]2[CH:31]=[CH:32][CH:33]=[C:26]([C:22]3[S:21][CH:25]=[CH:24][N:23]=3)[CH:27]=2)[C:5](=[O:7])[CH:4]([CH3:10])[CH2:3]1, predict the reactants needed to synthesize it. The reactants are: [NH2:1][CH:2]([C:11]1[C:16]([O:17][CH3:18])=[CH:15][CH:14]=[CH:13][C:12]=1[O:19][CH3:20])[CH2:3][CH:4]([CH3:10])[C:5]([O:7]CC)=O.[S:21]1[CH:25]=[CH:24][N:23]=[C:22]1[C:26]1[CH:27]=[C:28]([CH:31]=[CH:32][CH:33]=1)[CH:29]=O. (8) Given the product [Cl:1][C:2]1[CH:11]=[C:10]2[C:5]([C:6]([N:30]3[CH2:34][CH2:33][CH2:32][CH2:31]3)=[N:7][C:8]([N:12]3[CH:16]=[C:15]([C:17]([OH:19])=[O:18])[CH:14]=[N:13]3)=[N:9]2)=[CH:4][C:3]=1[C:23]1[CH:28]=[CH:27][CH:26]=[CH:25][C:24]=1[CH3:29], predict the reactants needed to synthesize it. The reactants are: [Cl:1][C:2]1[CH:11]=[C:10]2[C:5]([C:6](=O)[NH:7][C:8]([N:12]3[CH:16]=[C:15]([C:17]([O:19]CC)=[O:18])[CH:14]=[N:13]3)=[N:9]2)=[CH:4][C:3]=1[C:23]1[CH:28]=[CH:27][CH:26]=[CH:25][C:24]=1[CH3:29].[NH:30]1[CH2:34][CH2:33][CH2:32][CH2:31]1. (9) Given the product [Cl:13][C:11]1[CH:10]=[CH:9][C:8]([O:14][CH:15]([F:17])[F:16])=[C:7]([C:5]2[N:6]=[C:2]([N:37]3[CH2:38][CH2:39][C:34]4([O:33][CH2:32][CH2:31][O:30]4)[CH2:35][CH2:36]3)[S:3][C:4]=2[NH:18][C:19]([C:21]2[CH:22]=[N:23][N:24]3[CH:29]=[CH:28][CH:27]=[N:26][C:25]=23)=[O:20])[CH:12]=1, predict the reactants needed to synthesize it. The reactants are: Br[C:2]1[S:3][C:4]([NH:18][C:19]([C:21]2[CH:22]=[N:23][N:24]3[CH:29]=[CH:28][CH:27]=[N:26][C:25]=23)=[O:20])=[C:5]([C:7]2[CH:12]=[C:11]([Cl:13])[CH:10]=[CH:9][C:8]=2[O:14][CH:15]([F:17])[F:16])[N:6]=1.[O:30]1[C:34]2([CH2:39][CH2:38][NH:37][CH2:36][CH2:35]2)[O:33][CH2:32][CH2:31]1.